From a dataset of NCI-60 drug combinations with 297,098 pairs across 59 cell lines. Regression. Given two drug SMILES strings and cell line genomic features, predict the synergy score measuring deviation from expected non-interaction effect. (1) Drug 1: CN1CCC(CC1)COC2=C(C=C3C(=C2)N=CN=C3NC4=C(C=C(C=C4)Br)F)OC. Drug 2: CCC(=C(C1=CC=CC=C1)C2=CC=C(C=C2)OCCN(C)C)C3=CC=CC=C3.C(C(=O)O)C(CC(=O)O)(C(=O)O)O. Cell line: ACHN. Synergy scores: CSS=20.8, Synergy_ZIP=4.76, Synergy_Bliss=4.85, Synergy_Loewe=-11.0, Synergy_HSA=3.78. (2) Drug 1: CC1=C(N=C(N=C1N)C(CC(=O)N)NCC(C(=O)N)N)C(=O)NC(C(C2=CN=CN2)OC3C(C(C(C(O3)CO)O)O)OC4C(C(C(C(O4)CO)O)OC(=O)N)O)C(=O)NC(C)C(C(C)C(=O)NC(C(C)O)C(=O)NCCC5=NC(=CS5)C6=NC(=CS6)C(=O)NCCC[S+](C)C)O. Drug 2: CCN(CC)CCCC(C)NC1=C2C=C(C=CC2=NC3=C1C=CC(=C3)Cl)OC. Cell line: ACHN. Synergy scores: CSS=71.2, Synergy_ZIP=-2.31, Synergy_Bliss=-2.23, Synergy_Loewe=-9.23, Synergy_HSA=1.99. (3) Drug 1: C1=NNC2=C1C(=O)NC=N2. Drug 2: CC(C)CN1C=NC2=C1C3=CC=CC=C3N=C2N. Cell line: SNB-19. Synergy scores: CSS=3.73, Synergy_ZIP=-2.07, Synergy_Bliss=-3.92, Synergy_Loewe=-1.27, Synergy_HSA=-2.13.